From a dataset of Forward reaction prediction with 1.9M reactions from USPTO patents (1976-2016). Predict the product of the given reaction. (1) Given the reactants O=[CH:2][CH2:3][CH2:4][N:5]1[C:13]2[C:8](=[CH:9][C:10]([C:14]([O:16][CH2:17][CH3:18])=[O:15])=[CH:11][CH:12]=2)[CH:7]=[N:6]1.[NH2:19][C:20]1[N:25]=[CH:24][CH:23]=[CH:22][N:21]=1.S([O-])([O-])(=O)=O.[Mg+2].C(O[BH-](OC(=O)C)OC(=O)C)(=O)C.[Na+].C(=O)(O)[O-].[Na+], predict the reaction product. The product is: [N:21]1[CH:22]=[CH:23][CH:24]=[N:25][C:20]=1[NH:19][CH2:2][CH2:3][CH2:4][N:5]1[C:13]2[C:8](=[CH:9][C:10]([C:14]([O:16][CH2:17][CH3:18])=[O:15])=[CH:11][CH:12]=2)[CH:7]=[N:6]1. (2) Given the reactants [F:1][C:2]1[CH:10]=[CH:9][CH:8]=[C:7]([N+:11]([O-:13])=[O:12])[C:3]=1[C:4]([NH2:6])=[O:5].CC1(C)C2C(=C(P(C3C=CC=CC=3)C3C=CC=CC=3)C=CC=2)OC2C(P(C3C=CC=CC=3)C3C=CC=CC=3)=CC=CC1=2.C(=O)([O-])[O-].[Cs+].[Cs+].Br[C:63]1[CH:68]=[CH:67][CH:66]=[C:65]([O:69][CH2:70][C:71]([F:74])([F:73])[F:72])[CH:64]=1, predict the reaction product. The product is: [F:1][C:2]1[CH:10]=[CH:9][CH:8]=[C:7]([N+:11]([O-:13])=[O:12])[C:3]=1[C:4]([NH:6][C:67]1[CH:68]=[CH:63][CH:64]=[C:65]([O:69][CH2:70][C:71]([F:72])([F:73])[F:74])[CH:66]=1)=[O:5]. (3) The product is: [O:21]=[C:20]1[C:4]2[C:5]3[C:6](=[C:7]([C:11]4[CH:12]=[CH:13][CH:14]=[CH:15][CH:16]=4)[NH:8][C:9]=3[CH:10]=[C:2]([NH:1][C:28](=[O:29])[CH2:27][N:22]3[CH:26]=[N:25][N:24]=[N:23]3)[CH:3]=2)[CH:17]=[N:18][NH:19]1. Given the reactants [NH2:1][C:2]1[CH:3]=[C:4]2[C:20](=[O:21])[NH:19][N:18]=[CH:17][C:6]3=[C:7]([C:11]4[CH:16]=[CH:15][CH:14]=[CH:13][CH:12]=4)[NH:8][C:9]([CH:10]=1)=[C:5]23.[N:22]1([CH2:27][C:28](O)=[O:29])[CH:26]=[N:25][N:24]=[N:23]1.C(N(CC)CC)C.F[P-](F)(F)(F)(F)F.N1(OC(N(C)C)=[N+](C)C)C2N=CC=CC=2N=N1, predict the reaction product. (4) The product is: [CH2:33]([NH:39][S:27]([NH:30][C:31](=[O:32])[O:25][CH2:24][C:14]1[CH:15]=[CH:16][C:17]([O:19][CH2:20][CH2:21][O:22][CH3:23])=[CH:18][C:13]=1[O:12][C:3]1[C:2]([Cl:1])=[CH:7][C:6]([C:8]([F:9])([F:11])[F:10])=[CH:5][N:4]=1)(=[O:29])=[O:28])[CH2:34][CH2:35][CH2:36][CH2:37][CH3:38]. Given the reactants [Cl:1][C:2]1[C:3]([O:12][C:13]2[CH:18]=[C:17]([O:19][CH2:20][CH2:21][O:22][CH3:23])[CH:16]=[CH:15][C:14]=2[CH2:24][OH:25])=[N:4][CH:5]=[C:6]([C:8]([F:11])([F:10])[F:9])[CH:7]=1.Cl[S:27]([N:30]=[C:31]=[O:32])(=[O:29])=[O:28].[CH2:33]([NH2:39])[CH2:34][CH2:35][CH2:36][CH2:37][CH3:38].Cl, predict the reaction product.